This data is from Reaction yield outcomes from USPTO patents with 853,638 reactions. The task is: Predict the reaction yield, written as a fraction of the theoretical maximum amount of product (1.0 means a 100% yield; for example, 0.34 means a 34% yield). (1) The reactants are [C:1](=O)(OC(Cl)(Cl)Cl)[O:2]C(Cl)(Cl)Cl.[NH2:13][C:14]1[CH:22]=[C:21]([F:23])[CH:20]=[CH:19][C:15]=1[C:16]([OH:18])=[O:17].[OH-].[Na+].C1(C)C=CC=CC=1. The catalyst is O. The product is [F:23][C:21]1[CH:20]=[CH:19][C:15]2[C:16](=[O:18])[O:17][C:1](=[O:2])[NH:13][C:14]=2[CH:22]=1. The yield is 0.561. (2) The reactants are [Cl:1][C:2]1[CH:3]=[C:4]([NH:9][C:10]([N:12]2[CH2:17][CH2:16][N:15]([CH2:18][CH:19]3[CH2:24][N:23]([CH2:25][CH3:26])[CH2:22][CH2:21][N:20]3C(OCC3C=CC=CC=3)=O)[CH2:14][CH2:13]2)=[O:11])[CH:5]=[CH:6][C:7]=1[Cl:8].Cl. The catalyst is O1CCOCC1. The product is [Cl:1][C:2]1[CH:3]=[C:4]([NH:9][C:10]([N:12]2[CH2:17][CH2:16][N:15]([CH2:18][CH:19]3[CH2:24][N:23]([CH2:25][CH3:26])[CH2:22][CH2:21][NH:20]3)[CH2:14][CH2:13]2)=[O:11])[CH:5]=[CH:6][C:7]=1[Cl:8]. The yield is 0.600. (3) The reactants are [CH2:1]([O:4][C:5]1[C:6]([NH2:15])=[CH:7][C:8]2[C:13]([CH:14]=1)=[CH:12][CH:11]=[CH:10][CH:9]=2)[CH2:2][CH3:3].[OH:16][CH:17]=[C:18]([C:24]1[CH:29]=[CH:28][C:27]([O:30][CH3:31])=[CH:26][CH:25]=1)[C:19](OCC)=O. The product is [CH3:31][O:30][C:27]1[CH:28]=[CH:29][C:24]([C:18]2[C:17](=[O:16])[C:7]3[C:8]4[CH:9]=[CH:10][CH:11]=[CH:12][C:13]=4[CH:14]=[C:5]([O:4][CH2:1][CH2:2][CH3:3])[C:6]=3[NH:15][CH:19]=2)=[CH:25][CH:26]=1. The yield is 0.420. The catalyst is C1C=CC=CC=1.